From a dataset of Catalyst prediction with 721,799 reactions and 888 catalyst types from USPTO. Predict which catalyst facilitates the given reaction. Reactant: [OH:1][C:2]([CH3:29])([CH3:28])[CH2:3][CH2:4][NH:5][C:6]([C:8]1[C:12]([NH:13][C:14]([C:16]2[CH:21]=[CH:20][CH:19]=[CH:18][N:17]=2)=[O:15])=[CH:11][N:10](C2CCCCO2)[N:9]=1)=[O:7].O.C1(C)C=CC(S(O)(=O)=O)=CC=1.C(=O)([O-])O.[Na+]. Product: [OH:1][C:2]([CH3:29])([CH3:28])[CH2:3][CH2:4][NH:5][C:6]([C:8]1[C:12]([NH:13][C:14]([C:16]2[CH:21]=[CH:20][CH:19]=[CH:18][N:17]=2)=[O:15])=[CH:11][NH:10][N:9]=1)=[O:7]. The catalyst class is: 8.